This data is from Catalyst prediction with 721,799 reactions and 888 catalyst types from USPTO. The task is: Predict which catalyst facilitates the given reaction. (1) The catalyst class is: 112. Product: [CH2:38]([N:37]([CH3:36])[C:33]([CH2:32][O:31][C:28]1[CH:29]=[CH:30][C:24]2[CH2:23][CH2:22][CH2:21][CH:20]([N:8]([CH2:9][C@H:10]([OH:19])[CH2:11][O:12][C:13]3[CH:14]=[CH:15][CH:16]=[CH:17][CH:18]=3)[C:6]([O:5][C:1]([CH3:2])([CH3:3])[CH3:4])=[O:7])[CH2:26][C:25]=2[CH:27]=1)=[O:34])[CH2:39][CH2:40][CH3:41]. Reactant: [C:1]([O:5][C:6]([N:8]([CH:20]1[CH2:26][C:25]2[CH:27]=[C:28]([O:31][CH2:32][C:33](O)=[O:34])[CH:29]=[CH:30][C:24]=2[CH2:23][CH2:22][CH2:21]1)[CH2:9][C@H:10]([OH:19])[CH2:11][O:12][C:13]1[CH:18]=[CH:17][CH:16]=[CH:15][CH:14]=1)=[O:7])([CH3:4])([CH3:3])[CH3:2].[CH3:36][NH:37][CH2:38][CH2:39][CH2:40][CH3:41].Cl.CN(C)CCCN=C=NCC.Cl. (2) Reactant: [NH:1]1[CH2:6][CH2:5][O:4][CH2:3][CH2:2]1.F[C:8]1[CH:18]=[CH:17][C:11]([C:12]([O:14][CH2:15][CH3:16])=[O:13])=[CH:10][CH:9]=1.FC1C=CC(C([O-])=O)=CC=1. Product: [CH2:15]([O:14][C:12](=[O:13])[C:11]1[CH:17]=[CH:18][C:8]([N:1]2[CH2:6][CH2:5][O:4][CH2:3][CH2:2]2)=[CH:9][CH:10]=1)[CH3:16]. The catalyst class is: 6.